From a dataset of NCI-60 drug combinations with 297,098 pairs across 59 cell lines. Regression. Given two drug SMILES strings and cell line genomic features, predict the synergy score measuring deviation from expected non-interaction effect. Drug 1: C(=O)(N)NO. Drug 2: C1CNP(=O)(OC1)N(CCCl)CCCl. Cell line: UO-31. Synergy scores: CSS=5.18, Synergy_ZIP=-2.63, Synergy_Bliss=-1.20, Synergy_Loewe=-8.37, Synergy_HSA=-0.658.